Predict which catalyst facilitates the given reaction. From a dataset of Catalyst prediction with 721,799 reactions and 888 catalyst types from USPTO. (1) Reactant: C(OC([N:8]1[CH2:12][CH:11]([O:13][C:14]2[C:23]3[C:18](=[CH:19][C:20]([O:24][CH3:25])=[CH:21][CH:22]=3)[CH:17]=[CH:16][N:15]=2)[CH2:10][CH:9]1[C:26](=[O:37])[NH:27][C:28]1([C:33]([O:35][CH3:36])=[O:34])[CH2:30][CH:29]1[CH:31]=[CH2:32])=O)(C)(C)C.Cl.Cl.O1CCOCC1.[C:46]([O:50][C:51]([NH:53][CH:54]([CH:58]1[CH2:63][CH2:62][CH2:61][CH2:60][CH2:59]1)[C:55](O)=[O:56])=[O:52])([CH3:49])([CH3:48])[CH3:47].CN(C(ON1N=NC2C=CC=NC1=2)=[N+](C)C)C.F[P-](F)(F)(F)(F)F.CCN(C(C)C)C(C)C. Product: [CH3:36][O:35][C:33]([C:28]1([NH:27][C:26]([CH:9]2[CH2:10][CH:11]([O:13][C:14]3[C:23]4[C:18](=[CH:19][C:20]([O:24][CH3:25])=[CH:21][CH:22]=4)[CH:17]=[CH:16][N:15]=3)[CH2:12][N:8]2[C:55](=[O:56])[CH:54]([NH:53][C:51]([O:50][C:46]([CH3:48])([CH3:47])[CH3:49])=[O:52])[CH:58]2[CH2:63][CH2:62][CH2:61][CH2:60][CH2:59]2)=[O:37])[CH2:30][CH:29]1[CH:31]=[CH2:32])=[O:34]. The catalyst class is: 25. (2) Reactant: [CH2:1]1[S:5](=O)[C@H:4]([CH2:7][OH:8])[O:3][C@@H:2]1[N:9]1[C:14](=[O:15])[N:13]=[C:12]([NH2:16])[CH:11]=[CH:10]1. Product: [NH2:16][C:12]1[CH:11]=[CH:10][N:9]([C@H:2]2[O:3][C@@H:4]([CH2:7][OH:8])[S:5][CH2:1]2)[C:14](=[O:15])[N:13]=1. The catalyst class is: 17. (3) Reactant: [BH4-].[Na+].[CH2:3]([O:10][C:11]1[CH:16]=[CH:15][C:14]([C:17]2[C:26]3[C:21](=[CH:22][CH:23]=[CH:24][CH:25]=3)[CH2:20][CH2:19][N:18]=2)=[CH:13][CH:12]=1)[C:4]1[CH:9]=[CH:8][CH:7]=[CH:6][CH:5]=1. Product: [CH2:3]([O:10][C:11]1[CH:16]=[CH:15][C:14]([CH:17]2[C:26]3[C:21](=[CH:22][CH:23]=[CH:24][CH:25]=3)[CH2:20][CH2:19][NH:18]2)=[CH:13][CH:12]=1)[C:4]1[CH:5]=[CH:6][CH:7]=[CH:8][CH:9]=1. The catalyst class is: 5. (4) Reactant: II.[CH3:3][C:4]1([CH3:10])[CH2:8][O:7][C:6](=[O:9])[NH:5]1.C(O[I:15](C1C=CC=CC=1)OC(=O)C)(=O)C. Product: [I:15][N:5]1[C:4]([CH3:10])([CH3:3])[CH2:8][O:7][C:6]1=[O:9]. The catalyst class is: 23. (5) Reactant: [CH3:1][C:2]1[C:10]2[C:9](=[O:11])[CH2:8][C:7]([CH3:13])([CH3:12])[CH2:6][C:5]=2[N:4]([C:14]2[CH:21]=[C:20]([NH:22][CH:23]3[CH2:28][CH2:27][CH:26]([OH:29])[CH2:25][CH2:24]3)[C:17]([C:18]#[N:19])=[C:16]([F:30])[CH:15]=2)[CH:3]=1.[OH-:31].[Na+].OO. Product: [F:30][C:16]1[CH:15]=[C:14]([N:4]2[C:5]3[CH2:6][C:7]([CH3:13])([CH3:12])[CH2:8][C:9](=[O:11])[C:10]=3[C:2]([CH3:1])=[CH:3]2)[CH:21]=[C:20]([NH:22][C@H:23]2[CH2:24][CH2:25][C@H:26]([OH:29])[CH2:27][CH2:28]2)[C:17]=1[C:18]([NH2:19])=[O:31]. The catalyst class is: 593. (6) Reactant: [Li]N1C(C)(C)CCCC1(C)C.[CH3:12][O:13][C:14]1[CH:15]=[C:16]([CH:20]=[CH:21][CH:22]=1)[C:17]([OH:19])=[O:18].[F:23][C:24]1[CH:31]=[CH:30][C:27]([CH:28]=O)=[CH:26][CH:25]=1. Product: [F:23][C:24]1[CH:31]=[CH:30][C:27]([CH:28]2[C:15]3[C:16](=[CH:20][CH:21]=[CH:22][C:14]=3[O:13][CH3:12])[C:17](=[O:19])[O:18]2)=[CH:26][CH:25]=1. The catalyst class is: 1. (7) Reactant: [C:1]1([CH2:7][CH2:8][CH2:9][CH2:10][CH2:11][CH2:12][CH2:13][NH:14][C:15](=[O:40])[C:16]2[CH:21]=[C:20]([C:22]3[CH:27]=[CH:26][CH:25]=[C:24]([CH3:28])[CH:23]=3)[C:19]([O:29]COC)=[C:18]([C:33]3[CH:38]=[CH:37][CH:36]=[C:35]([CH3:39])[CH:34]=3)[CH:17]=2)[CH:6]=[CH:5][CH:4]=[CH:3][CH:2]=1.Cl.C12(CS(O)(=O)=O)C(C)(C)C(CC1)CC2=O. Product: [C:1]1([CH2:7][CH2:8][CH2:9][CH2:10][CH2:11][CH2:12][CH2:13][NH:14][C:15]([C:16]2[CH:21]=[C:20]([C:22]3[CH:27]=[CH:26][CH:25]=[C:24]([CH3:28])[CH:23]=3)[C:19]([OH:29])=[C:18]([C:33]3[CH:38]=[CH:37][CH:36]=[C:35]([CH3:39])[CH:34]=3)[CH:17]=2)=[O:40])[CH:6]=[CH:5][CH:4]=[CH:3][CH:2]=1. The catalyst class is: 49.